Dataset: Reaction yield outcomes from USPTO patents with 853,638 reactions. Task: Predict the reaction yield, written as a fraction of the theoretical maximum amount of product (1.0 means a 100% yield; for example, 0.34 means a 34% yield). (1) The yield is 0.820. The product is [I:12][C:9]1[CH:10]=[C:11]2[C:6](=[CH:7][CH:8]=1)[N:5]=[CH:4][N:3]=[C:2]2[O:14][CH3:13]. The catalyst is CO. The reactants are Cl[C:2]1[C:11]2[C:6](=[CH:7][CH:8]=[C:9]([I:12])[CH:10]=2)[N:5]=[CH:4][N:3]=1.[CH3:13][O-:14].[Na+]. (2) The reactants are [Br:1][C:2]1[CH:11]=[C:10]2[C:5]([CH:6]=[CH:7][N:8]=[C:9]2[OH:12])=[CH:4][CH:3]=1.Br[CH2:14][C:15]1[CH:24]=[CH:23][C:18]([C:19]([O:21][CH3:22])=[O:20])=[CH:17][CH:16]=1.C(=O)([O-])[O-].[Cs+].[Cs+]. The catalyst is CN(C)C=O. The product is [CH3:22][O:21][C:19](=[O:20])[C:18]1[CH:23]=[CH:24][C:15]([CH2:14][N:8]2[CH:7]=[CH:6][C:5]3[C:10](=[CH:11][C:2]([Br:1])=[CH:3][CH:4]=3)[C:9]2=[O:12])=[CH:16][CH:17]=1. The yield is 0.506. (3) The reactants are [F:1][CH2:2][C:3]1[N:4]([C:9]2[C:18]3[C:13](=[CH:14][CH:15]=[CH:16][CH:17]=3)[C:12]([CH3:19])=[CH:11][CH:10]=2)[C:5]([SH:8])=[N:6][N:7]=1.C([O-])([O-])=O.[K+].[K+].Cl[CH2:27][C:28]([NH:30][C:31]1[CH:36]=[CH:35][C:34]([S:37](=[O:40])(=[O:39])[NH2:38])=[CH:33][C:32]=1[Cl:41])=[O:29].O. The catalyst is CN(C=O)C. The product is [Cl:41][C:32]1[CH:33]=[C:34]([S:37](=[O:40])(=[O:39])[NH2:38])[CH:35]=[CH:36][C:31]=1[NH:30][C:28](=[O:29])[CH2:27][S:8][C:5]1[N:4]([C:9]2[C:18]3[C:13](=[CH:14][CH:15]=[CH:16][CH:17]=3)[C:12]([CH3:19])=[CH:11][CH:10]=2)[C:3]([CH2:2][F:1])=[N:7][N:6]=1. The yield is 0.740.